This data is from Reaction yield outcomes from USPTO patents with 853,638 reactions. The task is: Predict the reaction yield, written as a fraction of the theoretical maximum amount of product (1.0 means a 100% yield; for example, 0.34 means a 34% yield). (1) The reactants are C([Si](C)(C)[N:6]1[C:10]2=[N:11][CH:12]=[C:13]([C:15]([OH:17])=[O:16])[CH:14]=[C:9]2[CH2:8][CH2:7]1)(C)(C)C.C(C1C(=O)C(Cl)=C(Cl)C(=O)C=1C#N)#N.N1C2C(=CC=CC=2)C=N1. The catalyst is C(Cl)Cl.Cl.CO. The product is [NH:6]1[C:10]2=[N:11][CH:12]=[C:13]([C:15]([OH:17])=[O:16])[CH:14]=[C:9]2[CH:8]=[CH:7]1. The yield is 0.0300. (2) The reactants are [C:1]([O-:4])(=[O:3])C.[O:5]=[C:6]1[C@@H:9]([NH3+:10])[CH2:8][NH:7]1.[CH3:11]CN(C(C)C)C(C)C.[CH2:20]([O:24][C:25]1[CH:30]=[CH:29][C:28](C2C=CN(C([O-])=O)C(=O)C=2C)=[CH:27][CH:26]=1)[CH2:21][CH2:22][CH3:23]. The catalyst is C(Cl)Cl. The product is [CH2:20]([O:24][C:25]1[CH:30]=[CH:29][C:28]([O:4][C:1](=[O:3])[N:10]([CH3:11])[C@H:9]2[CH2:8][NH:7][C:6]2=[O:5])=[CH:27][CH:26]=1)[CH2:21][CH2:22][CH3:23]. The yield is 0.600.